Dataset: Forward reaction prediction with 1.9M reactions from USPTO patents (1976-2016). Task: Predict the product of the given reaction. (1) Given the reactants [CH2:1]([O:3][C:4](=[O:15])[C:5]1[CH:10]=[CH:9][C:8]([C:11](=[NH:13])[NH2:12])=[CH:7][C:6]=1[CH3:14])[CH3:2].[OH-].[Na+].C(=O)(O)[O-].[Na+].Cl[C:24]([O:26][CH3:27])=[O:25], predict the reaction product. The product is: [CH2:1]([O:3][C:4](=[O:15])[C:5]1[CH:10]=[CH:9][C:8]([C:11](=[NH:12])[NH:13][C:24]([O:26][CH3:27])=[O:25])=[CH:7][C:6]=1[CH3:14])[CH3:2]. (2) Given the reactants [Br:1][C:2]1[C:10]([CH3:11])=[CH:9][C:5]([C:6]([NH2:8])=O)=[C:4]([F:12])[CH:3]=1.C([O-])(O)=O.[Na+], predict the reaction product. The product is: [Br:1][C:2]1[C:10]([CH3:11])=[CH:9][C:5]([CH2:6][NH2:8])=[C:4]([F:12])[CH:3]=1.